Dataset: CYP1A2 inhibition data for predicting drug metabolism from PubChem BioAssay. Task: Regression/Classification. Given a drug SMILES string, predict its absorption, distribution, metabolism, or excretion properties. Task type varies by dataset: regression for continuous measurements (e.g., permeability, clearance, half-life) or binary classification for categorical outcomes (e.g., BBB penetration, CYP inhibition). Dataset: cyp1a2_veith. (1) The compound is CC(=O)NS(=O)(=O)c1ccc(NC(=S)NC(=O)C(C)(C)C)cc1. The result is 0 (non-inhibitor). (2) The compound is COc1cccc(C2=NOC(C(=O)NCc3ccccc3)C2)c1. The result is 1 (inhibitor). (3) The compound is Cc1nc2ccccn2c1/C(O)=C1\C(=O)C(=O)N(CCCn2ccnc2)C1c1ccncc1. The result is 0 (non-inhibitor). (4) The drug is Cc1cccc(C)c1NC(=O)C(c1ccccc1)N1CCC1=O. The result is 0 (non-inhibitor). (5) The drug is CC(C)Nc1nc(Oc2ccc(Cl)cc2)cc(C(F)(F)F)n1. The result is 1 (inhibitor). (6) The molecule is Fc1ccc(C2=Nn3c(Cc4ccccc4F)nnc3SC2)cc1. The result is 1 (inhibitor).